Task: Predict the product of the given reaction.. Dataset: Forward reaction prediction with 1.9M reactions from USPTO patents (1976-2016) (1) Given the reactants Cl[C:2]1[N:7]=[C:6]([NH:8][CH:9]2[CH2:14][CH2:13][CH2:12][CH2:11][CH2:10]2)[C:5]([N+:15]([O-:17])=[O:16])=[CH:4][N:3]=1.[Br:18][C:19]1[CH:20]=[C:21]([NH2:27])[C:22]([O:25][CH3:26])=[N:23][CH:24]=1.C(N(CC)C(C)C)(C)C, predict the reaction product. The product is: [Br:18][C:19]1[CH:20]=[C:21]([NH:27][C:2]2[N:7]=[C:6]([NH:8][CH:9]3[CH2:14][CH2:13][CH2:12][CH2:11][CH2:10]3)[C:5]([N+:15]([O-:17])=[O:16])=[CH:4][N:3]=2)[C:22]([O:25][CH3:26])=[N:23][CH:24]=1. (2) The product is: [CH3:34][C:2]1[N:7]=[CH:6][C:5]([S:8]([C:11]2[N:15]([C:16]3[CH:21]=[C:20]([F:22])[CH:19]=[CH:18][C:17]=3[F:23])[N:14]=[C:13]([CH2:24][N:25]([CH3:33])[C:26](=[O:32])[O:27][C:28]([CH3:30])([CH3:29])[CH3:31])[CH:12]=2)(=[O:10])=[O:9])=[CH:4][CH:3]=1. Given the reactants Cl[C:2]1[N:7]=[CH:6][C:5]([S:8]([C:11]2[N:15]([C:16]3[CH:21]=[C:20]([F:22])[CH:19]=[CH:18][C:17]=3[F:23])[N:14]=[C:13]([CH2:24][N:25]([CH3:33])[C:26](=[O:32])[O:27][C:28]([CH3:31])([CH3:30])[CH3:29])[CH:12]=2)(=[O:10])=[O:9])=[CH:4][CH:3]=1.[C:34](=O)([O-])[O-].[K+].[K+].CB(O)O.C1(OC)CCCC1, predict the reaction product. (3) Given the reactants [F:1][C:2]1[CH:7]=[CH:6][C:5]([CH:8]2[CH2:13][C:12](=O)[N:11]([C:15]3[C:16]([CH3:35])=[C:17]([CH3:34])[C:18]4[O:22][C:21]([CH3:24])([CH3:23])[C@H:20]([C:25]5[CH:30]=[CH:29][C:28]([CH3:31])=[CH:27][CH:26]=5)[C:19]=4[C:32]=3[CH3:33])[C:10](=O)[CH2:9]2)=[CH:4][CH:3]=1, predict the reaction product. The product is: [F:1][C:2]1[CH:7]=[CH:6][C:5]([CH:8]2[CH2:9][CH2:10][N:11]([C:15]3[C:16]([CH3:35])=[C:17]([CH3:34])[C:18]4[O:22][C:21]([CH3:24])([CH3:23])[C@H:20]([C:25]5[CH:26]=[CH:27][C:28]([CH3:31])=[CH:29][CH:30]=5)[C:19]=4[C:32]=3[CH3:33])[CH2:12][CH2:13]2)=[CH:4][CH:3]=1. (4) Given the reactants [H-].[Na+].[CH:3]1[C:13]2[C:12]3[CH:14]=[CH:15][CH:16]=[CH:17][C:11]=3[CH2:10][C:9](=[O:18])[NH:8][C:7]=2[CH:6]=[CH:5][CH:4]=1.[CH3:19]I, predict the reaction product. The product is: [CH3:19][CH:10]1[C:9](=[O:18])[NH:8][C:7]2[CH:6]=[CH:5][CH:4]=[CH:3][C:13]=2[C:12]2[CH:14]=[CH:15][CH:16]=[CH:17][C:11]1=2. (5) Given the reactants [C:1](=[NH:7])([NH2:6])[C:2]([CH3:5])([CH3:4])[CH3:3].[CH3:8][C:9]([CH3:19])([CH3:18])[C:10](=O)[CH2:11][C:12](OCC)=[O:13].C[O-].[Na+], predict the reaction product. The product is: [C:2]([C:1]1[N:6]=[C:12]([OH:13])[CH:11]=[C:10]([C:9]([CH3:19])([CH3:18])[CH3:8])[N:7]=1)([CH3:5])([CH3:4])[CH3:3].